Dataset: Forward reaction prediction with 1.9M reactions from USPTO patents (1976-2016). Task: Predict the product of the given reaction. (1) Given the reactants [CH3:1][O:2][C:3](=[O:22])[C@H:4]([C:15]1[CH:20]=[CH:19][CH:18]=[CH:17][C:16]=1[Cl:21])[N:5]1[CH2:10][CH:9](O)[C:8]2[S:12][CH:13]=[CH:14][C:7]=2[CH2:6]1.I[Si](C)(C)C.O.C(=O)(O)[O-].[Na+], predict the reaction product. The product is: [CH3:1][O:2][C:3]([C@@H:4]([N:5]1[CH2:6][C:7]2[CH:14]=[CH:13][S:12][C:8]=2[CH2:9][CH2:10]1)[C:15]1[CH:20]=[CH:19][CH:18]=[CH:17][C:16]=1[Cl:21])=[O:22]. (2) The product is: [S:37]([O-:40])([O:18][C@H:17]([C:19]1[CH:24]=[CH:23][CH:22]=[C:21]([C:25]([F:26])([F:27])[F:28])[CH:20]=1)[CH2:16][CH2:15][NH2+:14][C@@H:12]([C:2]1[C:11]2[C:6](=[CH:7][CH:8]=[CH:9][CH:10]=2)[CH:5]=[CH:4][CH:3]=1)[CH3:13])(=[O:39])=[O:38]. Given the reactants Cl.[C:2]1([C@H:12]([NH:14][CH2:15][CH2:16][C:17]([C:19]2[CH:24]=[CH:23][CH:22]=[C:21]([C:25]([F:28])([F:27])[F:26])[CH:20]=2)=[O:18])[CH3:13])[C:11]2[C:6](=[CH:7][CH:8]=[CH:9][CH:10]=2)[CH:5]=[CH:4][CH:3]=1.[BH4-].[Na+].[OH-].[Na+].C(O)(=O)C.[S:37](=O)(=[O:40])([OH:39])[OH:38].C(OC(=O)C)(=O)C, predict the reaction product. (3) Given the reactants C(OC(=O)[N:7]([C:18]1[N:23]=[CH:22][C:21]([CH:24]([C:26]2[C:34]3[C:29](=[N:30][CH:31]=[C:32]([O:35][CH3:36])[CH:33]=3)[N:28]([S:37]([C:40]3[CH:45]=[CH:44][CH:43]=[CH:42][CH:41]=3)(=[O:39])=[O:38])[CH:27]=2)O)=[CH:20][N:19]=1)[CH2:8][C:9]1[C:10]([O:16][CH3:17])=[N:11][CH:12]=[C:13]([F:15])[CH:14]=1)(C)(C)C.C([SiH](CC)CC)C.FC(F)(F)C(O)=O.C(=O)([O-])[O-].[K+].[K+], predict the reaction product. The product is: [C:40]1([S:37]([N:28]2[C:29]3=[N:30][CH:31]=[C:32]([O:35][CH3:36])[CH:33]=[C:34]3[C:26]([CH2:24][C:21]3[CH:22]=[N:23][C:18]([NH:7][CH2:8][C:9]4[C:10]([O:16][CH3:17])=[N:11][CH:12]=[C:13]([F:15])[CH:14]=4)=[N:19][CH:20]=3)=[CH:27]2)(=[O:39])=[O:38])[CH:41]=[CH:42][CH:43]=[CH:44][CH:45]=1. (4) Given the reactants [I:1][C:2]1[C:7]([O:8][CH3:9])=[CH:6][CH:5]=[CH:4][C:3]=1[CH2:10]O.[NH:12]1[CH:16]=[CH:15][N:14]=[CH:13]1.C1(P(C2C=CC=CC=2)C2C=CC=CC=2)C=CC=CC=1.N(C(OCC)=O)=NC(OCC)=O, predict the reaction product. The product is: [I:1][C:2]1[C:7]([O:8][CH3:9])=[CH:6][CH:5]=[CH:4][C:3]=1[CH2:10][N:12]1[CH:16]=[CH:15][N:14]=[CH:13]1. (5) Given the reactants O[CH:2]1[CH:6]([C:7]([O:9]CC)=[O:8])[CH2:5][CH2:4][C:3]21[CH2:17][C:16]1[CH:18]=[CH:19][CH:20]=[CH:21][C:15]=1[N:14](S(C1C=CC(C)=CC=1)(=O)=O)[CH2:13][CH2:12]2.OS(O)(=O)=O.[OH-].[K+], predict the reaction product. The product is: [CH2:5]1[C:6]([C:7]([OH:9])=[O:8])=[CH:2][C:3]2([CH2:17][C:16]3[C:15](=[CH:21][CH:20]=[CH:19][CH:18]=3)[NH:14][CH2:13][CH2:12]2)[CH2:4]1. (6) Given the reactants [C:1]1([C:10]2[C:5](=[CH:6][CH:7]=[CH:8][CH:9]=2)[CH2:4][O:3]1)=[O:2].[H][H], predict the reaction product. The product is: [C:5]1([CH2:4][OH:3])[C:10]([CH2:1][OH:2])=[CH:9][CH:8]=[CH:7][CH:6]=1. (7) Given the reactants [CH3:1][O:2][C:3]1[CH:8]=[CH:7][C:6]([C:9]2[N:10]=[C:11]([NH2:14])[S:12][CH:13]=2)=[CH:5][CH:4]=1.[CH2:15]([C:18]1[CH:23]=[CH:22][C:21]([S:24](Cl)(=[O:26])=[O:25])=[CH:20][CH:19]=1)[CH2:16][CH3:17], predict the reaction product. The product is: [CH3:1][O:2][C:3]1[CH:4]=[CH:5][C:6]([C:9]2[N:10]=[C:11]([NH:14][S:24]([C:21]3[CH:22]=[CH:23][C:18]([CH2:15][CH2:16][CH3:17])=[CH:19][CH:20]=3)(=[O:26])=[O:25])[S:12][CH:13]=2)=[CH:7][CH:8]=1. (8) Given the reactants [Br:1][C:2]1[CH:3]=[N:4][C:5](Cl)=[N:6][CH:7]=1.[CH3:9][O:10][CH2:11][CH2:12][NH:13][CH3:14].C(=O)([O-])[O-].[K+].[K+], predict the reaction product. The product is: [Br:1][C:2]1[CH:3]=[N:4][C:5]([N:13]([CH2:12][CH2:11][O:10][CH3:9])[CH3:14])=[N:6][CH:7]=1. (9) Given the reactants [Cl:1][C:2]1[CH:7]=[CH:6][C:5]([N:8]2[C:12](OC)=[N:11][N:10]=[C:9]2[C:15]2[N:19]3[CH:20]=[CH:21][CH:22]=[CH:23][C:18]3=[N:17][C:16]=2[C:24]2[CH:29]=[C:28]([Cl:30])[CH:27]=[CH:26][C:25]=2[Cl:31])=[CH:4][CH:3]=1.ClC1C=CC(N2[C:43](=[S:44])NN=C2C2N3C=CC=CC3=NC=2C2C=C(Cl)C=CC=2Cl)=CC=1.[H-].[Na+].CI, predict the reaction product. The product is: [Cl:1][C:2]1[CH:7]=[CH:6][C:5]([N:8]2[C:12]([S:44][CH3:43])=[N:11][N:10]=[C:9]2[C:15]2[N:19]3[CH:20]=[CH:21][CH:22]=[CH:23][C:18]3=[N:17][C:16]=2[C:24]2[CH:29]=[C:28]([Cl:30])[CH:27]=[CH:26][C:25]=2[Cl:31])=[CH:4][CH:3]=1. (10) Given the reactants [C:1]([Si:5]([CH3:18])([CH3:17])[O:6][CH2:7][CH2:8][N:9]1[CH:13]=[CH:12][C:11]([N+:14]([O-])=O)=[N:10]1)([CH3:4])([CH3:3])[CH3:2].[H][H], predict the reaction product. The product is: [C:1]([Si:5]([CH3:18])([CH3:17])[O:6][CH2:7][CH2:8][N:9]1[CH:13]=[CH:12][C:11]([NH2:14])=[N:10]1)([CH3:4])([CH3:3])[CH3:2].